This data is from Full USPTO retrosynthesis dataset with 1.9M reactions from patents (1976-2016). The task is: Predict the reactants needed to synthesize the given product. (1) Given the product [Br:1][C:2]1[CH:3]=[N:4][N:5]([CH2:14][CH2:15][Cl:16])[CH:6]=1, predict the reactants needed to synthesize it. The reactants are: [Br:1][C:2]1[CH:3]=[N:4][NH:5][CH:6]=1.C(=O)([O-])[O-].[Cs+].[Cs+].Br[CH2:14][CH2:15][Cl:16]. (2) Given the product [CH:35]([N:38]1[CH2:39][CH2:40][N:41]([CH2:44][CH2:45][NH:46][C:12]2[CH:17]=[C:16]([O:18][CH3:19])[CH:15]=[CH:14][C:13]=2[C:20]2[NH:29][C:28](=[O:30])[C:27]3[C:22](=[CH:23][C:24]([O:33][CH3:34])=[CH:25][C:26]=3[O:31][CH3:32])[N:21]=2)[CH2:42][CH2:43]1)([CH3:37])[CH3:36], predict the reactants needed to synthesize it. The reactants are: C[Si]([N-][Si](C)(C)C)(C)C.[Li+].F[C:12]1[CH:17]=[C:16]([O:18][CH3:19])[CH:15]=[CH:14][C:13]=1[C:20]1[NH:29][C:28](=[O:30])[C:27]2[C:22](=[CH:23][C:24]([O:33][CH3:34])=[CH:25][C:26]=2[O:31][CH3:32])[N:21]=1.[CH:35]([N:38]1[CH2:43][CH2:42][N:41]([CH2:44][CH2:45][NH2:46])[CH2:40][CH2:39]1)([CH3:37])[CH3:36]. (3) Given the product [Cl:1][C:2]1[CH:7]=[CH:6][C:5]([CH2:8][N:9]2[CH2:14][CH2:13][NH:12][CH2:11][CH2:10]2)=[C:4]([N:22]2[CH2:30][C:29]3[C:24](=[N:25][CH:26]=[CH:27][CH:28]=3)[CH2:23]2)[CH:3]=1, predict the reactants needed to synthesize it. The reactants are: [Cl:1][C:2]1[CH:7]=[CH:6][C:5]([CH2:8][N:9]2[CH2:14][CH2:13][N:12](C(OC(C)(C)C)=O)[CH2:11][CH2:10]2)=[C:4]([N:22]2[CH2:30][C:29]3[C:24](=[N:25][CH:26]=[CH:27][CH:28]=3)[CH2:23]2)[CH:3]=1.FC(F)(F)C(O)=O. (4) Given the product [CH3:32][N:33]([CH3:34])[CH2:2][CH2:3][CH2:4][O:5][C:6]1[CH:15]=[C:14]2[C:9]([C:10]([C:16]3[C:20]([C:21]4[CH:26]=[CH:25][CH:24]=[CH:23][N:22]=4)=[N:19][N:18]4[CH2:27][CH2:28][CH2:29][C:17]=34)=[CH:11][CH:12]=[N:13]2)=[CH:8][CH:7]=1, predict the reactants needed to synthesize it. The reactants are: Cl[CH2:2][CH2:3][CH2:4][O:5][C:6]1[CH:15]=[C:14]2[C:9]([C:10]([C:16]3[C:20]([C:21]4[CH:26]=[CH:25][CH:24]=[CH:23][N:22]=4)=[N:19][N:18]4[CH2:27][CH2:28][CH2:29][C:17]=34)=[CH:11][CH:12]=[N:13]2)=[CH:8][CH:7]=1.[I-].[Na+].[CH3:32][NH:33][CH3:34].O1CCCC1. (5) The reactants are: [Br:1][CH:2]([CH2:6][O:7][CH2:8][C:9]1[CH:14]=[CH:13][CH:12]=[CH:11][CH:10]=1)[C:3]([OH:5])=[O:4].S(Cl)(Cl)=O.[CH3:19]O. Given the product [Br:1][CH:2]([CH2:6][O:7][CH2:8][C:9]1[CH:14]=[CH:13][CH:12]=[CH:11][CH:10]=1)[C:3]([O:5][CH3:19])=[O:4], predict the reactants needed to synthesize it. (6) Given the product [Br:1][C:2]1[CH:3]=[CH:4][C:5]([C:8]2[N:14]([CH2:15][C@@H:16]3[CH2:20][CH2:19][N:18]([C:21]([CH:34]4[CH2:36][CH2:35]4)=[O:23])[CH2:17]3)[C:12](=[S:13])[NH:11][N:10]=2)=[CH:6][CH:7]=1, predict the reactants needed to synthesize it. The reactants are: [Br:1][C:2]1[CH:7]=[CH:6][C:5]([C:8]([NH:10][NH:11][C:12]([NH:14][CH2:15][C@@H:16]2[CH2:20][CH2:19][N:18]([C:21]([O:23]C(C)(C)C)=O)[CH2:17]2)=[S:13])=O)=[CH:4][CH:3]=1.C([O-])([O-])=O.[K+].[K+].[CH:34]1(C(Cl)=O)[CH2:36][CH2:35]1.[OH-].[Na+]. (7) Given the product [CH3:19][O:14][C:13](=[O:15])[CH2:12][CH2:11][CH2:10][CH2:9][CH2:8][O:7][C:6]1[CH:5]=[CH:4][C:3]([NH2:2])=[CH:17][CH:16]=1, predict the reactants needed to synthesize it. The reactants are: Cl.[NH2:2][C:3]1[CH:17]=[CH:16][C:6]([O:7][CH2:8][CH2:9][CH2:10][CH2:11][CH2:12][C:13]([OH:15])=[O:14])=[CH:5][CH:4]=1.Cl.[CH3:19]O. (8) Given the product [CH2:6]([O:8][C:9]([C:11]1[C:16]([Cl:3])=[C:15]([CH3:18])[C:14](=[O:19])[N:13]([CH3:20])[C:12]=1[CH3:21])=[O:10])[CH3:7], predict the reactants needed to synthesize it. The reactants are: P(Cl)(Cl)([Cl:3])=O.[CH2:6]([O:8][C:9]([C:11]1[C:16](O)=[C:15]([CH3:18])[C:14](=[O:19])[N:13]([CH3:20])[C:12]=1[CH3:21])=[O:10])[CH3:7]. (9) The reactants are: [CH2:1]([O:8][C:9]1[CH:18]=[C:17]2[C:12]([CH2:13][CH2:14][CH2:15][C:16]2=[N:19][OH:20])=[CH:11][CH:10]=1)[C:2]1[CH:7]=[CH:6][CH:5]=[CH:4][CH:3]=1.[C:21]1([CH3:31])[CH:26]=[CH:25][C:24]([S:27](Cl)(=[O:29])=[O:28])=[CH:23][CH:22]=1.N1C=CC=CC=1. Given the product [CH3:31][C:21]1[CH:26]=[CH:25][C:24]([S:27]([O:20][N:19]=[C:16]2[C:17]3[C:12](=[CH:11][CH:10]=[C:9]([O:8][CH2:1][C:2]4[CH:3]=[CH:4][CH:5]=[CH:6][CH:7]=4)[CH:18]=3)[CH2:13][CH2:14][CH2:15]2)(=[O:29])=[O:28])=[CH:23][CH:22]=1, predict the reactants needed to synthesize it. (10) The reactants are: [CH3:1][C:2]1([CH3:58])[C:10]2[C:5](=[C:6]([CH2:11][O:12][CH:13]3[CH:18]([C:19]4[CH:24]=[CH:23][C:22]([O:25][CH2:26][CH2:27][CH2:28][O:29][CH2:30][C:31]5[CH:36]=[CH:35][CH:34]=[CH:33][C:32]=5[O:37][CH3:38])=[CH:21][CH:20]=4)[CH2:17][CH2:16][N:15]([C:39]([O:41][CH2:42][C:43]4[CH:48]=[CH:47][CH:46]=[CH:45][CH:44]=4)=[O:40])[CH2:14]3)[CH:7]=[CH:8][CH:9]=2)[N:4](COCC[Si](C)(C)C)[C:3]1=[O:57].[F-].C([N+](CCCC)(CCCC)CCCC)CCC. Given the product [CH3:1][C:2]1([CH3:58])[C:10]2[C:5](=[C:6]([CH2:11][O:12][CH:13]3[CH:18]([C:19]4[CH:20]=[CH:21][C:22]([O:25][CH2:26][CH2:27][CH2:28][O:29][CH2:30][C:31]5[CH:36]=[CH:35][CH:34]=[CH:33][C:32]=5[O:37][CH3:38])=[CH:23][CH:24]=4)[CH2:17][CH2:16][N:15]([C:39]([O:41][CH2:42][C:43]4[CH:44]=[CH:45][CH:46]=[CH:47][CH:48]=4)=[O:40])[CH2:14]3)[CH:7]=[CH:8][CH:9]=2)[NH:4][C:3]1=[O:57], predict the reactants needed to synthesize it.